From a dataset of Forward reaction prediction with 1.9M reactions from USPTO patents (1976-2016). Predict the product of the given reaction. (1) Given the reactants [C:1]([O:4][CH2:5]C=C)(=[O:3])[CH3:2].C1[CH:12]2[CH:13]3[CH:17]=[CH:16][CH:15]([CH:11]2C=C1)[CH2:14]3, predict the reaction product. The product is: [CH3:5][O:4][C:1](=[O:3])[CH3:2].[CH:13]12[CH2:14][CH:15]([CH2:16][CH2:17]1)[CH:11]=[CH:12]2. (2) Given the reactants [OH-].[K+].C1O[CH2:19][CH2:18]OCCOCCOCCOCCOC1.[CH2:21]([C:23]1[CH2:27][CH:26]=[C:25]([C:28]([CH3:31])([CH3:30])[CH3:29])[CH:24]=1)[CH3:22].C([C:35]1[CH:40]=[CH:39][CH:38]=[CH:37][CH:36]=1)(=O)C.Cl, predict the reaction product. The product is: [C:28]([C:25]1[CH:26]=[C:27]([CH2:18][CH3:19])[C:23](=[C:21]([C:35]2[CH:40]=[CH:39][CH:38]=[CH:37][CH:36]=2)[CH3:22])[CH:24]=1)([CH3:30])([CH3:29])[CH3:31]. (3) Given the reactants [C:1]([C:4]1[C:5](I)=[N:6][N:7]2[CH2:12][CH2:11][N:10]([C:13]([O:15][C:16]([CH3:19])([CH3:18])[CH3:17])=[O:14])[CH2:9][C:8]=12)(=[O:3])[NH2:2].[Cl:21][C:22]1[CH:23]=[C:24](B(O)O)[CH:25]=[CH:26][C:27]=1[F:28].[O-]P([O-])([O-])=O.[K+].[K+].[K+], predict the reaction product. The product is: [C:1]([C:4]1[C:5]([C:24]2[CH:25]=[CH:26][C:27]([F:28])=[C:22]([Cl:21])[CH:23]=2)=[N:6][N:7]2[CH2:12][CH2:11][N:10]([C:13]([O:15][C:16]([CH3:19])([CH3:18])[CH3:17])=[O:14])[CH2:9][C:8]=12)(=[O:3])[NH2:2]. (4) The product is: [CH3:18][N:15]1[CH2:14][CH2:13][N:12]([C:8]2[N:7]3[C:3]([CH2:2][NH:1][S:42]([CH3:41])(=[O:44])=[O:43])=[C:4]([CH2:19][N:20]([CH3:31])[C@@H:21]4[C:30]5[N:29]=[CH:28][CH:27]=[CH:26][C:25]=5[CH2:24][CH2:23][CH2:22]4)[N:5]=[C:6]3[CH:11]=[CH:10][CH:9]=2)[CH2:17][CH2:16]1. Given the reactants [NH2:1][CH2:2][C:3]1[N:7]2[C:8]([N:12]3[CH2:17][CH2:16][N:15]([CH3:18])[CH2:14][CH2:13]3)=[CH:9][CH:10]=[CH:11][C:6]2=[N:5][C:4]=1[CH2:19][N:20]([CH3:31])[C@@H:21]1[C:30]2[N:29]=[CH:28][CH:27]=[CH:26][C:25]=2[CH2:24][CH2:23][CH2:22]1.C(N(CC)C(C)C)(C)C.[CH3:41][S:42](Cl)(=[O:44])=[O:43].[OH-].[NH4+], predict the reaction product.